Dataset: Full USPTO retrosynthesis dataset with 1.9M reactions from patents (1976-2016). Task: Predict the reactants needed to synthesize the given product. (1) Given the product [CH3:22][C:17]1([CH3:23])[C:18]([CH3:21])([CH3:20])[O:19][B:15]([C:2]2[CH:3]=[C:4]3[C:10]([C:11]([F:14])([F:13])[F:12])=[N:9][NH:8][C:5]3=[N:6][CH:7]=2)[O:16]1, predict the reactants needed to synthesize it. The reactants are: Br[C:2]1[CH:3]=[C:4]2[C:10]([C:11]([F:14])([F:13])[F:12])=[N:9][NH:8][C:5]2=[N:6][CH:7]=1.[B:15]1([B:15]2[O:19][C:18]([CH3:21])([CH3:20])[C:17]([CH3:23])([CH3:22])[O:16]2)[O:19][C:18]([CH3:21])([CH3:20])[C:17]([CH3:23])([CH3:22])[O:16]1.C([O-])(=O)C.[K+]. (2) Given the product [S:17]([O:6][CH2:5][CH2:4][CH:3]([CH2:2][O:1][S:17]([C:14]1[CH:15]=[CH:16][C:11]([CH3:21])=[CH:12][CH:13]=1)(=[O:19])=[O:18])[CH2:7][CH2:8][CH2:9][O:10][S:17]([C:14]1[CH:15]=[CH:16][C:11]([CH3:21])=[CH:12][CH:13]=1)(=[O:19])=[O:18])([C:14]1[CH:15]=[CH:16][C:11]([CH3:21])=[CH:12][CH:13]=1)(=[O:19])=[O:18], predict the reactants needed to synthesize it. The reactants are: [OH:1][CH2:2][CH:3]([CH2:7][CH2:8][CH2:9][OH:10])[CH2:4][CH2:5][OH:6].[C:11]1([CH3:21])[CH:16]=[CH:15][C:14]([S:17](Cl)(=[O:19])=[O:18])=[CH:13][CH:12]=1. (3) Given the product [CH3:9][S:10][C:11]1[CH:17]=[CH:16][C:14]([NH:15][C:1](=[NH:8])[C:2]2[CH:7]=[CH:6][CH:5]=[CH:4][CH:3]=2)=[CH:13][CH:12]=1, predict the reactants needed to synthesize it. The reactants are: [C:1](#[N:8])[C:2]1[CH:7]=[CH:6][CH:5]=[CH:4][CH:3]=1.[CH3:9][S:10][C:11]1[CH:17]=[CH:16][C:14]([NH2:15])=[CH:13][CH:12]=1. (4) Given the product [Br:1][C:2]1[CH:3]=[C:4]([C:8]#[C:9][C:10]2[CH:14]3[CH2:15][CH2:16][N:17]([C:32]([N:26]4[CH2:31][CH2:30][CH2:28][CH2:27]4)=[O:33])[CH:13]3[O:12][N:11]=2)[CH:5]=[CH:6][CH:7]=1, predict the reactants needed to synthesize it. The reactants are: [Br:1][C:2]1[CH:3]=[C:4]([C:8]#[C:9][C:10]2[NH:11][O:12][CH:13]3[NH:17][CH2:16][CH2:15][C:14]=23)[CH:5]=[CH:6][CH:7]=1.N1CC(C(Cl)=O)CC1.[N:26]1([C:32](Cl)=[O:33])[CH2:31][CH2:30]O[CH2:28][CH2:27]1. (5) Given the product [Cl:1][C:2]1[CH:3]=[C:4]([CH:19]2[CH2:23][C:22]3([CH2:24][CH2:25][N:26]([C:29]([O:31][C:32]([CH3:35])([CH3:34])[CH3:33])=[O:30])[CH2:27][CH2:28]3)[O:21][CH2:20]2)[CH:5]=[CH:6][C:7]=1[OH:8], predict the reactants needed to synthesize it. The reactants are: [Cl:1][C:2]1[CH:3]=[C:4]([CH:19]2[CH2:23][C:22]3([CH2:28][CH2:27][N:26]([C:29]([O:31][C:32]([CH3:35])([CH3:34])[CH3:33])=[O:30])[CH2:25][CH2:24]3)[O:21][CH2:20]2)[CH:5]=[CH:6][C:7]=1[O:8][Si](C(C)C)(C(C)C)C(C)C.[F-].C([N+](CCCC)(CCCC)CCCC)CCC. (6) Given the product [Cl:1][C:2]1[N:3]=[C:4]([N:14]2[CH2:15][CH2:16][O:17][CH2:18][CH2:19]2)[C:5]2[N:11]=[C:10]([CH2:12][NH:13][C:22](=[O:23])[C:21]([CH3:26])([CH3:25])[CH3:20])[CH:9]=[CH:8][C:6]=2[N:7]=1, predict the reactants needed to synthesize it. The reactants are: [Cl:1][C:2]1[N:3]=[C:4]([N:14]2[CH2:19][CH2:18][O:17][CH2:16][CH2:15]2)[C:5]2[N:11]=[C:10]([CH2:12][NH2:13])[CH:9]=[CH:8][C:6]=2[N:7]=1.[CH3:20][C:21]([CH3:26])([CH3:25])[C:22](O)=[O:23].ON1C2C=CC=CC=2N=N1.Cl.CN(C)CCCN=C=NCC.C(N(CC)CC)C. (7) Given the product [C:35]1([CH2:34][NH:33][C:31]([CH:30]([NH:29][C:21](=[O:22])[C:20]2[CH:24]=[CH:25][CH:26]=[C:18]([NH:17][C:15]([C:10]3[C:9]([C:6]4[CH:7]=[CH:8][C:3]([C:2]([F:1])([F:27])[F:28])=[CH:4][CH:5]=4)=[CH:14][CH:13]=[CH:12][CH:11]=3)=[O:16])[CH:19]=2)[CH3:41])=[O:32])[CH:40]=[CH:39][CH:38]=[CH:37][CH:36]=1, predict the reactants needed to synthesize it. The reactants are: [F:1][C:2]([F:28])([F:27])[C:3]1[CH:8]=[CH:7][C:6]([C:9]2[C:10]([C:15]([NH:17][C:18]3[CH:19]=[C:20]([CH:24]=[CH:25][CH:26]=3)[C:21](O)=[O:22])=[O:16])=[CH:11][CH:12]=[CH:13][CH:14]=2)=[CH:5][CH:4]=1.[NH2:29][CH:30]([CH3:41])[C:31]([NH:33][CH2:34][C:35]1[CH:40]=[CH:39][CH:38]=[CH:37][CH:36]=1)=[O:32].CN(C(ON1N=NC2C=CC=CC1=2)=[N+](C)C)C.[B-](F)(F)(F)F.C(N(C(C)C)C(C)C)C.